From a dataset of Reaction yield outcomes from USPTO patents with 853,638 reactions. Predict the reaction yield, written as a fraction of the theoretical maximum amount of product (1.0 means a 100% yield; for example, 0.34 means a 34% yield). (1) The reactants are C(NC(C)C)(C)C.[Li]CCCC.[Cl:13][C:14]1[C:19]([Cl:20])=[CH:18][CH:17]=[CH:16][N:15]=1.[C:21](=[O:23])=[O:22]. The catalyst is C1COCC1.O. The product is [Cl:13][C:14]1[C:19]([Cl:20])=[C:18]([CH:17]=[CH:16][N:15]=1)[C:21]([OH:23])=[O:22]. The yield is 0.800. (2) The reactants are [F:1][C:2]1[CH:15]=[C:14]([C:16]([F:19])([F:18])[F:17])[CH:13]=[CH:12][C:3]=1/[CH:4]=[N:5]/[S@@:6]([C:8]([CH3:11])([CH3:10])[CH3:9])=[O:7].[CH3:20][Mg]Br.CCOC(C)=O.CCCCCCC. The catalyst is C(Cl)Cl.CCOCC. The product is [F:1][C:2]1[CH:15]=[C:14]([C:16]([F:19])([F:17])[F:18])[CH:13]=[CH:12][C:3]=1[C@@H:4]([NH:5][S@@:6]([C:8]([CH3:11])([CH3:9])[CH3:10])=[O:7])[CH3:20]. The yield is 0.610. (3) The reactants are [F:1][C:2]([F:43])([F:42])[C:3]1[CH:4]=[C:5]([C:13]([CH3:41])([CH3:40])[C:14]([N:16]([C:18]2[CH:19]=[N:20][C:21]([C:32]3[CH2:33][CH2:34][S:35](=[O:39])(=[O:38])[CH2:36][CH:37]=3)=[CH:22][C:23]=2[C:24]2[CH:29]=[CH:28][C:27]([F:30])=[CH:26][C:25]=2[CH3:31])[CH3:17])=[O:15])[CH:6]=[C:7]([C:9]([F:12])([F:11])[F:10])[CH:8]=1. The catalyst is Cl(O)(=O)(=O)=O.C(OCC)(=O)C.[Pt](=O)=O. The product is [F:42][C:2]([F:1])([F:43])[C:3]1[CH:4]=[C:5]([C:13]([CH3:41])([CH3:40])[C:14]([N:16]([C:18]2[CH:19]=[N:20][C:21]([CH:32]3[CH2:37][CH2:36][S:35](=[O:39])(=[O:38])[CH2:34][CH2:33]3)=[CH:22][C:23]=2[C:24]2[CH:29]=[CH:28][C:27]([F:30])=[CH:26][C:25]=2[CH3:31])[CH3:17])=[O:15])[CH:6]=[C:7]([C:9]([F:10])([F:11])[F:12])[CH:8]=1. The yield is 0.320. (4) The product is [CH:26]([N:25]1[C:21]([C:16]2[CH:17]=[N:18][CH:19]=[CH:20][C:15]=2[CH2:14][O:1][C:2]2[C:7]([CH:8]=[O:9])=[CH:6][C:5]([O:10][CH3:11])=[N:4][CH:3]=2)=[CH:22][CH:23]=[N:24]1)([CH3:28])[CH3:27]. The reactants are [OH:1][C:2]1[C:7]([CH:8]=[O:9])=[CH:6][C:5]([O:10][CH3:11])=[N:4][CH:3]=1.Cl.Cl[CH2:14][C:15]1[CH:20]=[CH:19][N:18]=[CH:17][C:16]=1[C:21]1[N:25]([CH:26]([CH3:28])[CH3:27])[N:24]=[CH:23][CH:22]=1.C([O-])([O-])=O.[K+].[K+]. The catalyst is CN(C=O)C. The yield is 0.0500. (5) The reactants are [Br:1][C:2]1[CH:7]=[CH:6][C:5]([SH:8])=[CH:4][CH:3]=1.C(N(CC)CC)C.[CH3:16][O:17][CH2:18]Cl. The catalyst is C1COCC1.O. The product is [Br:1][C:2]1[CH:7]=[CH:6][C:5]([S:8][CH2:16][O:17][CH3:18])=[CH:4][CH:3]=1. The yield is 0.950.